Dataset: NCI-60 drug combinations with 297,098 pairs across 59 cell lines. Task: Regression. Given two drug SMILES strings and cell line genomic features, predict the synergy score measuring deviation from expected non-interaction effect. (1) Drug 1: CC(C1=C(C=CC(=C1Cl)F)Cl)OC2=C(N=CC(=C2)C3=CN(N=C3)C4CCNCC4)N. Drug 2: C1=NC(=NC(=O)N1C2C(C(C(O2)CO)O)O)N. Cell line: U251. Synergy scores: CSS=4.07, Synergy_ZIP=-1.000, Synergy_Bliss=-1.50, Synergy_Loewe=-2.22, Synergy_HSA=-2.27. (2) Drug 1: C1C(C(OC1N2C=NC(=NC2=O)N)CO)O. Drug 2: CC12CCC3C(C1CCC2OP(=O)(O)O)CCC4=C3C=CC(=C4)OC(=O)N(CCCl)CCCl.[Na+]. Cell line: UO-31. Synergy scores: CSS=20.1, Synergy_ZIP=-5.19, Synergy_Bliss=-0.652, Synergy_Loewe=-0.0463, Synergy_HSA=0.182. (3) Drug 1: CC1=CC=C(C=C1)C2=CC(=NN2C3=CC=C(C=C3)S(=O)(=O)N)C(F)(F)F. Drug 2: CC1C(C(CC(O1)OC2CC(CC3=C2C(=C4C(=C3O)C(=O)C5=C(C4=O)C(=CC=C5)OC)O)(C(=O)CO)O)N)O.Cl. Cell line: U251. Synergy scores: CSS=47.8, Synergy_ZIP=-0.216, Synergy_Bliss=0.0838, Synergy_Loewe=-5.52, Synergy_HSA=3.48. (4) Drug 1: CCC1(CC2CC(C3=C(CCN(C2)C1)C4=CC=CC=C4N3)(C5=C(C=C6C(=C5)C78CCN9C7C(C=CC9)(C(C(C8N6C=O)(C(=O)OC)O)OC(=O)C)CC)OC)C(=O)OC)O.OS(=O)(=O)O. Drug 2: CC1=C(N=C(N=C1N)C(CC(=O)N)NCC(C(=O)N)N)C(=O)NC(C(C2=CN=CN2)OC3C(C(C(C(O3)CO)O)O)OC4C(C(C(C(O4)CO)O)OC(=O)N)O)C(=O)NC(C)C(C(C)C(=O)NC(C(C)O)C(=O)NCCC5=NC(=CS5)C6=NC(=CS6)C(=O)NCCC[S+](C)C)O. Cell line: CCRF-CEM. Synergy scores: CSS=15.8, Synergy_ZIP=4.50, Synergy_Bliss=9.60, Synergy_Loewe=-1.28, Synergy_HSA=4.22. (5) Drug 1: CC(CN1CC(=O)NC(=O)C1)N2CC(=O)NC(=O)C2. Synergy scores: CSS=35.5, Synergy_ZIP=-5.38, Synergy_Bliss=-5.82, Synergy_Loewe=-2.45, Synergy_HSA=-0.104. Drug 2: C1=NC2=C(N1)C(=S)N=C(N2)N. Cell line: MCF7. (6) Drug 2: C#CCC(CC1=CN=C2C(=N1)C(=NC(=N2)N)N)C3=CC=C(C=C3)C(=O)NC(CCC(=O)O)C(=O)O. Drug 1: CC1=C(C=C(C=C1)NC(=O)C2=CC=C(C=C2)CN3CCN(CC3)C)NC4=NC=CC(=N4)C5=CN=CC=C5. Cell line: MDA-MB-231. Synergy scores: CSS=1.92, Synergy_ZIP=-1.48, Synergy_Bliss=-2.13, Synergy_Loewe=-1.13, Synergy_HSA=-1.93. (7) Drug 1: COC1=NC(=NC2=C1N=CN2C3C(C(C(O3)CO)O)O)N. Drug 2: CC1=C(N=C(N=C1N)C(CC(=O)N)NCC(C(=O)N)N)C(=O)NC(C(C2=CN=CN2)OC3C(C(C(C(O3)CO)O)O)OC4C(C(C(C(O4)CO)O)OC(=O)N)O)C(=O)NC(C)C(C(C)C(=O)NC(C(C)O)C(=O)NCCC5=NC(=CS5)C6=NC(=CS6)C(=O)NCCC[S+](C)C)O. Cell line: COLO 205. Synergy scores: CSS=14.9, Synergy_ZIP=-4.71, Synergy_Bliss=1.35, Synergy_Loewe=-3.55, Synergy_HSA=2.36.